Dataset: Full USPTO retrosynthesis dataset with 1.9M reactions from patents (1976-2016). Task: Predict the reactants needed to synthesize the given product. Given the product [F:10][C:8]([F:9])([F:11])[C:6]1[CH:5]=[CH:4][N:3]=[C:2]([NH:1][C:19](=[O:20])[O:21][C:22]2[CH:27]=[CH:26][CH:25]=[CH:24][CH:23]=2)[CH:7]=1, predict the reactants needed to synthesize it. The reactants are: [NH2:1][C:2]1[CH:7]=[C:6]([C:8]([F:11])([F:10])[F:9])[CH:5]=[CH:4][N:3]=1.C(=O)([O-])[O-].[K+].[K+].Cl[C:19]([O:21][C:22]1[CH:27]=[CH:26][CH:25]=[CH:24][CH:23]=1)=[O:20].